This data is from Full USPTO retrosynthesis dataset with 1.9M reactions from patents (1976-2016). The task is: Predict the reactants needed to synthesize the given product. (1) Given the product [CH3:1][C:2]1[O:7][C:6]([CH3:8])([CH3:9])[C:5]2[C:10]([O:14][C:16]3[CH:21]=[CH:20][C:19]([N+:22]([O-:24])=[O:23])=[CH:18][N:17]=3)=[CH:11][CH:12]=[CH:13][C:4]=2[N:3]=1, predict the reactants needed to synthesize it. The reactants are: [CH3:1][C:2]1[O:7][C:6]([CH3:9])([CH3:8])[C:5]2=[C:10]([OH:14])[CH:11]=[CH:12][CH:13]=[C:4]2[N:3]=1.Cl[C:16]1[CH:21]=[CH:20][C:19]([N+:22]([O-:24])=[O:23])=[CH:18][N:17]=1.CN(C=O)C. (2) Given the product [Cl:4][CH2:5][C:6]1[S:7][CH:8]=[C:9]([C:11]([O:13][CH3:14])=[O:12])[N:10]=1, predict the reactants needed to synthesize it. The reactants are: C[O-].[Na+].[Cl:4][CH:5](Cl)[C:6]1[S:7][CH2:8][CH:9]([C:11]([O:13][CH2:14]C)=[O:12])[N:10]=1.C(Cl)Cl.O. (3) Given the product [O:26]=[C:22]1[NH:23][C:24]2[N:25]=[C:16]([O:15][CH2:14][CH2:13][CH2:12][CH2:11][N:2]3[CH2:3][CH2:4][C:5]4[C:10](=[C:9]([C:27]#[N:28])[CH:8]=[CH:7][CH:6]=4)[CH2:1]3)[CH:17]=[CH:18][C:19]=2[CH:20]=[CH:21]1, predict the reactants needed to synthesize it. The reactants are: [CH2:1]1[C:10]2[C:5](=[CH:6][CH:7]=[CH:8][CH:9]=2)[CH2:4][CH2:3][N:2]1[CH2:11][CH2:12][CH2:13][CH2:14][O:15][C:16]1[N:25]=[C:24]2[C:19]([CH:20]=[CH:21][C:22](=[O:26])[NH:23]2)=[CH:18][CH:17]=1.[CH2:27]1C2C(=CC=CC=2C#N)CC[NH:28]1. (4) Given the product [Cl:1][C:2]1[C:3]([C:29]2[CH:34]=[CH:33][C:32]([C:35]3[CH2:36][CH2:37][S:52](=[O:56])(=[O:54])[CH2:39][CH:40]=3)=[CH:31][CH:30]=2)=[CH:4][C:5]2[N:9]=[C:8]([O:10][C@@H:11]3[CH2:12][O:13][C@@H:14]4[C@H:18]([OH:19])[CH2:17][O:16][C@H:15]34)[NH:7][C:6]=2[CH:28]=1, predict the reactants needed to synthesize it. The reactants are: [Cl:1][C:2]1[C:3]([C:29]2[CH:34]=[CH:33][C:32]([C:35]3[CH2:36][CH2:37]S[CH2:39][CH:40]=3)=[CH:31][CH:30]=2)=[CH:4][C:5]2[N:9]=[C:8]([O:10][C@H:11]3[C@H:15]4[O:16][CH2:17][C@@H:18]([OH:19])[C@H:14]4[O:13][CH2:12]3)[N:7](COCC[Si](C)(C)C)[C:6]=2[CH:28]=1.C1C=C(Cl)C=C(C(OO)=O)C=1.[S:52]([O-:56])([O-])(=[O:54])=S.[Na+].[Na+].